From a dataset of Full USPTO retrosynthesis dataset with 1.9M reactions from patents (1976-2016). Predict the reactants needed to synthesize the given product. (1) Given the product [CH2:21]([O:20][C:16]1[C:15]([O:33][CH2:34][CH2:35][CH2:36][CH2:37][CH2:38][CH2:39][CH2:40][CH2:41][CH2:42][CH2:43][CH2:44][CH3:45])=[C:14]2[C:9]([N:10]=[C:11]([I:1])[CH:12]=[CH:13]2)=[C:8]2[C:17]=1[CH:18]=[CH:19][C:6]([I:47])=[N:7]2)[CH2:22][CH2:23][CH2:24][CH2:25][CH2:26][CH2:27][CH2:28][CH2:29][CH2:30][CH2:31][CH3:32], predict the reactants needed to synthesize it. The reactants are: [IH:1].[PH2](O)=O.Cl[C:6]1[CH:19]=[CH:18][C:17]2[C:8](=[C:9]3[C:14](=[C:15]([O:33][CH2:34][CH2:35][CH2:36][CH2:37][CH2:38][CH2:39][CH2:40][CH2:41][CH2:42][CH2:43][CH2:44][CH3:45])[C:16]=2[O:20][CH2:21][CH2:22][CH2:23][CH2:24][CH2:25][CH2:26][CH2:27][CH2:28][CH2:29][CH2:30][CH2:31][CH3:32])[CH:13]=[CH:12][C:11](Cl)=[N:10]3)[N:7]=1.[I-:47].[Na+].O.N. (2) Given the product [F:22][C:23]([F:32])([F:33])[C:24]1[CH:31]=[CH:30][CH:29]=[CH:28][C:25]=1[CH2:26][NH:27][CH2:18][C:17]1[CH:20]=[CH:21][C:14]([C:12]2[O:11][N:10]=[C:9]([CH2:1][CH2:2][CH2:3][CH2:4][CH2:5][CH2:6][CH2:7][CH3:8])[N:13]=2)=[CH:15][CH:16]=1, predict the reactants needed to synthesize it. The reactants are: [CH2:1]([C:9]1[N:13]=[C:12]([C:14]2[CH:21]=[CH:20][C:17]([CH:18]=O)=[CH:16][CH:15]=2)[O:11][N:10]=1)[CH2:2][CH2:3][CH2:4][CH2:5][CH2:6][CH2:7][CH3:8].[F:22][C:23]([F:33])([F:32])[C:24]1[CH:31]=[CH:30][CH:29]=[CH:28][C:25]=1[CH2:26][NH2:27]. (3) Given the product [Cl:1][C:2]1[N:7]=[C:6]([N:8]([C:16]2[CH:21]=[CH:20][CH:19]=[C:18]([NH:22][OH:23])[CH:17]=2)[C:9](=[O:15])[O:10][C:11]([CH3:14])([CH3:13])[CH3:12])[C:5]([F:25])=[CH:4][N:3]=1, predict the reactants needed to synthesize it. The reactants are: [Cl:1][C:2]1[N:7]=[C:6]([N:8]([C:16]2[CH:21]=[CH:20][CH:19]=[C:18]([N+:22]([O-])=[O:23])[CH:17]=2)[C:9](=[O:15])[O:10][C:11]([CH3:14])([CH3:13])[CH3:12])[C:5]([F:25])=[CH:4][N:3]=1.CC(C)=O.[NH4+].[Cl-].CCCCCC.C(OCC)(=O)C. (4) Given the product [F:7][C:8]1([CH:20]([CH3:24])[C:21]([Cl:4])=[O:22])[CH2:13][CH:12]=[CH:11][CH:10]=[C:9]1[C:14]1[CH:19]=[CH:18][CH:17]=[CH:16][CH:15]=1, predict the reactants needed to synthesize it. The reactants are: C(Cl)(=O)C([Cl:4])=O.[F:7][C:8]1([CH:20]([CH3:24])[C:21](O)=[O:22])[CH2:13][CH:12]=[CH:11][CH:10]=[C:9]1[C:14]1[CH:19]=[CH:18][CH:17]=[CH:16][CH:15]=1. (5) Given the product [C:1]1([S:7]([N:10]2[CH2:14][CH:13]([C:15]([N:31]3[CH2:30][CH2:29][N:28]([C:32]4[C:37]([C:38]([F:41])([F:39])[F:40])=[CH:36][CH:35]=[CH:34][N:33]=4)[CH2:27][C@@H:26]3[CH3:25])=[O:17])[N:12]([CH:18]3[CH2:23][CH2:22][CH2:21][CH2:20][CH2:19]3)[C:11]2=[O:24])(=[O:8])=[O:9])[CH:6]=[CH:5][CH:4]=[CH:3][CH:2]=1, predict the reactants needed to synthesize it. The reactants are: [C:1]1([S:7]([N:10]2[CH2:14][CH:13]([C:15]([OH:17])=O)[N:12]([CH:18]3[CH2:23][CH2:22][CH2:21][CH2:20][CH2:19]3)[C:11]2=[O:24])(=[O:9])=[O:8])[CH:6]=[CH:5][CH:4]=[CH:3][CH:2]=1.[CH3:25][C@@H:26]1[NH:31][CH2:30][CH2:29][N:28]([C:32]2[C:37]([C:38]([F:41])([F:40])[F:39])=[CH:36][CH:35]=[CH:34][N:33]=2)[CH2:27]1.